Task: Predict the reactants needed to synthesize the given product.. Dataset: Full USPTO retrosynthesis dataset with 1.9M reactions from patents (1976-2016) (1) Given the product [CH:32]1[C:33]2[CH:34]([CH2:36][O:37][C:38](=[O:39])[NH:40][CH2:41][C:42](=[O:43])[NH:1][C:2]3[CH:3]=[CH:4][C:5]([CH2:6][N:7]([CH:15]4[CH2:20][CH2:19][CH2:18][CH2:17][CH2:16]4)[C:8]([C:10]4[O:11][CH:12]=[CH:13][CH:14]=4)=[O:9])=[CH:21][CH:22]=3)[C:35]3[C:27](=[CH:26][CH:25]=[CH:24][CH:23]=3)[C:28]=2[CH:29]=[CH:30][CH:31]=1, predict the reactants needed to synthesize it. The reactants are: [NH2:1][C:2]1[CH:22]=[CH:21][C:5]([CH2:6][N:7]([CH:15]2[CH2:20][CH2:19][CH2:18][CH2:17][CH2:16]2)[C:8]([C:10]2[O:11][CH:12]=[CH:13][CH:14]=2)=[O:9])=[CH:4][CH:3]=1.[CH:23]1[C:35]2[CH:34]([CH2:36][O:37][C:38]([NH:40][CH2:41][C:42](O)=[O:43])=[O:39])[C:33]3[C:28](=[CH:29][CH:30]=[CH:31][CH:32]=3)[C:27]=2[CH:26]=[CH:25][CH:24]=1. (2) Given the product [Cl:14][C:15]1[C:16]([CH2:27][OH:4])=[N:17][CH:18]=[C:19]([CH:21]2[O:25][CH2:24][CH2:23][O:22]2)[CH:20]=1, predict the reactants needed to synthesize it. The reactants are: FC(F)(F)C(OC(=O)C(F)(F)F)=[O:4].[Cl:14][C:15]1[C:16]([CH3:27])=[N+:17]([O-])[CH:18]=[C:19]([CH:21]2[O:25][CH2:24][CH2:23][O:22]2)[CH:20]=1.CO.C([O-])([O-])=O.[Na+].[Na+]. (3) Given the product [F:15][C:10]([C:7]1[CH:8]=[CH:9][C:4]([NH2:1])=[CH:5][CH:6]=1)([F:16])[C:11]([F:12])([F:14])[F:13], predict the reactants needed to synthesize it. The reactants are: [N+:1]([C:4]1[CH:9]=[CH:8][C:7]([C:10]([F:16])([F:15])[C:11]([F:14])([F:13])[F:12])=[CH:6][CH:5]=1)([O-])=O.FC(F)(C1C=CC(N)=CC=1OCCN1CCCC1)C(F)(F)F. (4) Given the product [CH3:1][N:2]1[C:10](=[O:11])[C:9]2[NH:8][C:7]([C:31]#[N:32])=[N:6][C:5]=2[N:4]([CH2:15][CH2:16][CH2:17][CH2:18][CH3:19])[C:3]1=[O:20], predict the reactants needed to synthesize it. The reactants are: [CH3:1][N:2]1[C:10](=[O:11])[C:9]2[N:8](CC=C)[CH:7]=[N:6][C:5]=2[N:4]([CH2:15][CH2:16][CH2:17][CH2:18][CH3:19])[C:3]1=[O:20].[Li+].C[Si]([N-][Si](C)(C)C)(C)C.[CH3:31][N:32](C=O)C. (5) Given the product [Cl:8][C:6]1[N:5]=[N:4][C:3]([C:9]([O:11][CH3:12])=[O:10])=[C:2]([NH:22][C:20]2[CH:19]=[CH:18][CH:17]=[C:16]([CH:13]([CH3:15])[CH3:14])[N:21]=2)[CH:7]=1, predict the reactants needed to synthesize it. The reactants are: Cl[C:2]1[CH:7]=[C:6]([Cl:8])[N:5]=[N:4][C:3]=1[C:9]([O:11][CH3:12])=[O:10].[CH:13]([C:16]1[N:21]=[C:20]([NH2:22])[CH:19]=[CH:18][CH:17]=1)([CH3:15])[CH3:14]. (6) Given the product [F:1][C:2]1[CH:3]=[C:4]([CH:18]=[CH:19][CH:20]=1)[CH2:5][O:6][C:7]1[CH:8]=[C:9]2[C:14](=[CH:15][CH:16]=1)[CH2:13][NH:12][CH2:11][CH2:10]2, predict the reactants needed to synthesize it. The reactants are: [F:1][C:2]1[CH:3]=[C:4]([CH:18]=[CH:19][CH:20]=1)[CH2:5][O:6][C:7]1[CH:8]=[C:9]2[C:14](=[CH:15][CH:16]=1)[C:13](=O)[NH:12][CH2:11][CH2:10]2.[H-].[Al+3].[Li+].[H-].[H-].[H-].O. (7) Given the product [N:10]1([C:7]2[N:8]=[CH:9][C:4]([NH:1][C:16](=[O:17])[O:18][C:19]([CH3:22])([CH3:21])[CH3:20])=[CH:5][CH:6]=2)[CH2:15][CH2:14][CH2:13][CH2:12][CH2:11]1, predict the reactants needed to synthesize it. The reactants are: [N+:1]([C:4]1[CH:5]=[CH:6][C:7]([N:10]2[CH2:15][CH2:14][CH2:13][CH2:12][CH2:11]2)=[N:8][CH:9]=1)([O-])=O.[C:16](O[C:16]([O:18][C:19]([CH3:22])([CH3:21])[CH3:20])=[O:17])([O:18][C:19]([CH3:22])([CH3:21])[CH3:20])=[O:17].